Dataset: Peptide-MHC class II binding affinity with 134,281 pairs from IEDB. Task: Regression. Given a peptide amino acid sequence and an MHC pseudo amino acid sequence, predict their binding affinity value. This is MHC class II binding data. (1) The peptide sequence is SQVNPLTLTAAVLLL. The MHC is DRB1_0701 with pseudo-sequence DRB1_0701. The binding affinity (normalized) is 0.985. (2) The peptide sequence is DDVLAILPIEDLKAL. The MHC is DRB1_0405 with pseudo-sequence DRB1_0405. The binding affinity (normalized) is 0.618.